Dataset: Forward reaction prediction with 1.9M reactions from USPTO patents (1976-2016). Task: Predict the product of the given reaction. (1) Given the reactants [CH3:1][N:2]1[C:6]([CH:7]=[O:8])=[C:5]([N+:9]([O-:11])=[O:10])[CH:4]=[N:3]1.[OH:12][CH2:13][CH:14]([CH2:17]O)[CH2:15][OH:16].C1(C)C=CC(S(O)(=O)=O)=CC=1, predict the reaction product. The product is: [CH3:1][N:2]1[C:6]([CH:7]2[O:12][CH2:13][CH:14]([CH2:15][OH:16])[CH2:17][O:8]2)=[C:5]([N+:9]([O-:11])=[O:10])[CH:4]=[N:3]1. (2) Given the reactants CO[C:3]1[CH2:4][CH2:5][CH2:6][N:7]=1.[O:8]=[C:9]([C:16]1[CH:21]=[C:20]([F:22])[C:19]([F:23])=[CH:18][C:17]=1[F:24])[CH2:10][C:11]([O:13][CH2:14][CH3:15])=[O:12], predict the reaction product. The product is: [O:8]=[C:9]([C:16]1[CH:21]=[C:20]([F:22])[C:19]([F:23])=[CH:18][C:17]=1[F:24])[C:10](=[C:3]1[CH2:4][CH2:5][CH2:6][NH:7]1)[C:11]([O:13][CH2:14][CH3:15])=[O:12]. (3) Given the reactants [I:1][C:2]1[CH:3]=[C:4]([OH:8])[CH:5]=[CH:6][CH:7]=1.C([O-])([O-])=O.[K+].[K+].Br[CH2:16][C:17]([O:19][CH2:20][CH3:21])=[O:18].O, predict the reaction product. The product is: [CH2:20]([O:19][C:17](=[O:18])[CH2:16][O:8][C:4]1[CH:5]=[CH:6][CH:7]=[C:2]([I:1])[CH:3]=1)[CH3:21]. (4) The product is: [CH2:1]([O:3][C:4]([C:6]1([C:9]2[CH:14]=[CH:13][C:12]([C:15]3[CH:20]=[CH:19][C:18]([C:21]4[O:25][N:24]=[C:23]([CH3:26])[C:22]=4[CH:27]([OH:28])[CH2:29][NH:37][CH2:30][C:31]4[CH:36]=[CH:35][CH:34]=[CH:33][CH:32]=4)=[CH:17][CH:16]=3)=[CH:11][CH:10]=2)[CH2:7][CH2:8]1)=[O:5])[CH3:2]. Given the reactants [CH2:1]([O:3][C:4]([C:6]1([C:9]2[CH:14]=[CH:13][C:12]([C:15]3[CH:20]=[CH:19][C:18]([C:21]4[O:25][N:24]=[C:23]([CH3:26])[C:22]=4[CH:27]4[CH2:29][O:28]4)=[CH:17][CH:16]=3)=[CH:11][CH:10]=2)[CH2:8][CH2:7]1)=[O:5])[CH3:2].[CH2:30]([NH2:37])[C:31]1[CH:36]=[CH:35][CH:34]=[CH:33][CH:32]=1.CN1CCCC1, predict the reaction product.